Binary Classification. Given a miRNA mature sequence and a target amino acid sequence, predict their likelihood of interaction. From a dataset of Experimentally validated miRNA-target interactions with 360,000+ pairs, plus equal number of negative samples. (1) The miRNA is hsa-miR-1910-3p with sequence GAGGCAGAAGCAGGAUGACA. The protein sequence of the target gene is MAQAAGPAGGGEPRTEAVGGEGPREPGAAGGAAGGSRDALSLEEILRLYNQPINEEQAWAVCYQCCGSLRAAARRRQPRHRVRSAAQIRVWRDGAVTLAPAADDAGEPPPVAGKLGYSQCMETEVIESLGIIIYKALDYGLKENEERELSPPLEQLIDHMANTVEADGSNDEGYEAAEEGLGDEDEKRKISAIRSYRDVMKLCAAHLPTESDAPNHYQAVCRALFAETMELHTFLTKIKSAKENLKKIQEMEKSDESSTDLEELKNADWARFWVQVMRDLRNGVKLKKVQERQYNPLPIE.... Result: 0 (no interaction). (2) The miRNA is hsa-miR-4483 with sequence GGGGUGGUCUGUUGUUG. Result: 0 (no interaction). The protein sequence of the target gene is MPAFPTLDLDGKLGKMDRVVLGWTAVFWLTAMVEGLQVTVPDKKKVAMLFQPTVLRCHFSTSSHQPAVVQWKFKSYCQDRMGESLGMSSPRAQALSKRNLEWDPYLDCLDSRRTVRVVASKQGSTVTLGDFYRGREITIVHDADLQIGKLMWGDSGLYYCIITTPDDLEGKNEDSVELLVLGRTGLLADLLPSFAVEIMPEWVFVGLVILGIFLFFVLVGICWCQCCPHSCCCYVRCPCCPDSCCCPQALYEAGKAAKAGYPPSVSGVPGPYSIPSVPLGGAPSSGMLMDKPHPPPLAPS....